From a dataset of Forward reaction prediction with 1.9M reactions from USPTO patents (1976-2016). Predict the product of the given reaction. (1) Given the reactants [N:1]1[CH:6]=[CH:5][CH:4]=[C:3]([OH:7])[CH:2]=1.[H-].[Na+].Cl[C:11]1[N:18]=[CH:17][CH:16]=[CH:15][C:12]=1[C:13]#[N:14], predict the reaction product. The product is: [N:1]1[CH:6]=[CH:5][CH:4]=[C:3]([O:7][C:11]2[N:18]=[CH:17][CH:16]=[CH:15][C:12]=2[C:13]#[N:14])[CH:2]=1. (2) Given the reactants [S:1]1[CH:5]=[CH:4][N:3]2[CH:6]=[C:7]([C:9]([O:11]CC)=O)[N:8]=[C:2]12.O.[NH2:15][NH2:16], predict the reaction product. The product is: [S:1]1[CH:5]=[CH:4][N:3]2[CH:6]=[C:7]([C:9]([NH:15][NH2:16])=[O:11])[N:8]=[C:2]12. (3) Given the reactants [CH3:1][C:2]1[C:11]([NH:12][C@H:13]2[CH2:17][CH2:16][NH:15][CH2:14]2)=[N:10][C:9]2[C:4](=[CH:5][CH:6]=[CH:7][C:8]=2[C:18]2[NH:26][C:25]3[CH2:24][CH2:23][NH:22][C:21](=[O:27])[C:20]=3[CH:19]=2)[N:3]=1.[CH3:28][C:29](OC(C)=O)=[O:30], predict the reaction product. The product is: [C:29]([N:15]1[CH2:16][CH2:17][C@H:13]([NH:12][C:11]2[C:2]([CH3:1])=[N:3][C:4]3[C:9]([N:10]=2)=[C:8]([C:18]2[NH:26][C:25]4[CH2:24][CH2:23][NH:22][C:21](=[O:27])[C:20]=4[CH:19]=2)[CH:7]=[CH:6][CH:5]=3)[CH2:14]1)(=[O:30])[CH3:28]. (4) The product is: [CH2:33]([C@H:35]1[C@@H:39]([C:40]2[N:44]3[C:45]4[C:51]([CH3:1])=[CH:50][N:49]([CH2:53][O:54][CH2:55][CH2:56][Si:57]([CH3:60])([CH3:59])[CH3:58])[C:46]=4[N:47]=[CH:48][C:43]3=[N:42][N:41]=2)[CH2:38][C@@H:37]([N:61]([CH2:68][O:69][CH2:70][CH2:71][Si:72]([CH3:75])([CH3:74])[CH3:73])[S:62]([CH:65]2[CH2:67][CH2:66]2)(=[O:64])=[O:63])[CH2:36]1)[CH3:34]. Given the reactants [C:1](=O)([O-])[O-].[Cs+].[Cs+].C1(P(C2CCCCC2)C2CCCCC2)CCCCC1.COB(OC)OC.[CH2:33]([C@H:35]1[C@@H:39]([C:40]2[N:44]3[C:45]4[C:51](I)=[CH:50][N:49]([CH2:53][O:54][CH2:55][CH2:56][Si:57]([CH3:60])([CH3:59])[CH3:58])[C:46]=4[N:47]=[CH:48][C:43]3=[N:42][N:41]=2)[CH2:38][C@@H:37]([N:61]([CH2:68][O:69][CH2:70][CH2:71][Si:72]([CH3:75])([CH3:74])[CH3:73])[S:62]([CH:65]2[CH2:67][CH2:66]2)(=[O:64])=[O:63])[CH2:36]1)[CH3:34], predict the reaction product. (5) Given the reactants [CH3:1][O:2][C:3](=[O:15])[C:4]1[CH:9]=[CH:8][C:7]([O:10][CH3:11])=[C:6]([CH2:12][CH2:13][NH2:14])[CH:5]=1.[CH3:16][O:17][C:18](Cl)=[O:19].C(N(C(C)C)CC)(C)C.C([O-])(O)=O.[Na+], predict the reaction product. The product is: [CH3:1][O:2][C:3](=[O:15])[C:4]1[CH:9]=[CH:8][C:7]([O:10][CH3:11])=[C:6]([CH2:12][CH2:13][NH:14][C:18]([O:17][CH3:16])=[O:19])[CH:5]=1. (6) Given the reactants [S:1]1[CH:5]=[CH:4][C:3]2[C:6](=O)[CH2:7][CH2:8][C:2]1=2.[N:10]([C:13]1[CH:18]=[CH:17][CH:16]=[CH:15][C:14]=1[C:19]([F:22])([F:21])[F:20])=[C:11]=S.C[Si](C)(C)[Si](C)(C)C.[Li].O.[NH2:33][NH2:34], predict the reaction product. The product is: [S:1]1[CH:5]=[CH:4][C:3]2[C:6]3[NH:33][N:34]=[C:11]([NH:10][C:13]4[CH:18]=[CH:17][CH:16]=[CH:15][C:14]=4[C:19]([F:22])([F:21])[F:20])[C:7]=3[CH2:8][C:2]1=2. (7) Given the reactants [F:1][C:2]1[CH:10]=[C:9]([C:11]2[CH:12]=[N:13][C:14]3[N:15]([C:17]([C:20]4([C:23]5[CH:24]=[C:25]6[C:30](=[CH:31][CH:32]=5)[N:29]=[CH:28][CH:27]=[CH:26]6)[CH2:22][CH2:21]4)=[CH:18][N:19]=3)[CH:16]=2)[CH:8]=[CH:7][C:3]=1[C:4](O)=[O:5].[CH3:33][O:34][CH2:35][CH:36]([NH2:38])[CH3:37].F[P-](F)(F)(F)(F)F.N1(O[P+](N(C)C)(N(C)C)N(C)C)C2C=CC=C[C:49]=2N=N1.C(N(CC)C(C)C)(C)C, predict the reaction product. The product is: [F:1][C:2]1[CH:10]=[C:9]([C:11]2[CH:12]=[N:13][C:14]3[N:15]([C:17]([C:20]4([C:23]5[CH:24]=[C:25]6[C:30](=[CH:31][CH:32]=5)[N:29]=[CH:28][CH:27]=[CH:26]6)[CH2:21][CH2:22]4)=[CH:18][N:19]=3)[CH:16]=2)[CH:8]=[CH:7][C:3]=1[C:4]([NH:38][CH:36]([CH3:37])[CH2:35][O:34][CH2:33][CH3:49])=[O:5]. (8) Given the reactants Cl[C:2]1[S:10][C:9]2[S:8](=[O:12])(=[O:11])[N:7]([CH2:13][O:14][CH2:15][CH2:16][Si:17]([CH3:20])([CH3:19])[CH3:18])[CH2:6][C:5]([C:22]3[CH:31]=[CH:30][C:29]4[C:24](=[CH:25][CH:26]=[CH:27][CH:28]=4)[CH:23]=3)([OH:21])[C:4]=2[CH:3]=1.C1(P(C2C=CC=CC=2)C2C3OC4C(=CC=CC=4P(C4C=CC=CC=4)C4C=CC=CC=4)C(C)(C)C=3C=CC=2)C=CC=CC=1.C(=O)([O-])[O-].[Cs+].[Cs+].[NH:80]1[CH2:85][CH2:84][O:83][CH2:82][CH2:81]1, predict the reaction product. The product is: [N:80]1([C:2]2[S:10][C:9]3[S:8](=[O:12])(=[O:11])[N:7]([CH2:13][O:14][CH2:15][CH2:16][Si:17]([CH3:20])([CH3:19])[CH3:18])[CH2:6][C:5]([C:22]4[CH:31]=[CH:30][C:29]5[C:24](=[CH:25][CH:26]=[CH:27][CH:28]=5)[CH:23]=4)([OH:21])[C:4]=3[CH:3]=2)[CH2:85][CH2:84][O:83][CH2:82][CH2:81]1. (9) Given the reactants [Cl:1][C:2]1[CH:7]=[CH:6][CH:5]=[CH:4][C:3]=1[C:8]1[O:9][C:10]([CH2:16][CH2:17][CH3:18])=[C:11]([C:13]([OH:15])=O)[N:12]=1.[CH3:19][O:20][CH2:21][CH2:22][N:23]([CH3:31])[C:24]1[CH:29]=[CH:28][C:27]([NH2:30])=[CH:26][N:25]=1, predict the reaction product. The product is: [CH3:19][O:20][CH2:21][CH2:22][N:23]([CH3:31])[C:24]1[N:25]=[CH:26][C:27]([NH:30][C:13]([C:11]2[N:12]=[C:8]([C:3]3[CH:4]=[CH:5][CH:6]=[CH:7][C:2]=3[Cl:1])[O:9][C:10]=2[CH2:16][CH2:17][CH3:18])=[O:15])=[CH:28][CH:29]=1.